Dataset: Experimentally validated miRNA-target interactions with 360,000+ pairs, plus equal number of negative samples. Task: Binary Classification. Given a miRNA mature sequence and a target amino acid sequence, predict their likelihood of interaction. (1) The miRNA is hsa-miR-6795-3p with sequence ACCCCUCGUUUCUUCCCCCAG. The protein sequence of the target gene is MSASEDVWRKDLKMIHGYPMIYAFALNWERIEEFQSTPGDIVITTYPKSGTTWLSEIVDMVLNDGNVEKCKRDVITSKVPMLELSVPGIRISGVELLKKTPSPRIIKTHLPIDLLPKSFWENKCKMIYLARNGKDVAVSYYHFDLMNSINPLPGTWEEYLEKFLAGNVAYGSWFDHVKSWWEKREEHPLLYLYYEELKQNPKKEIKKIASFLDKTLDEEALDRIVHHTSFEMMKENPLVNYTHLPTAMMDHSKSPFMRKGIVGDWKNYFTMTQTEQFDAVYKKKMSGTTLEFCTDIQSA. Result: 0 (no interaction). (2) The miRNA is hsa-miR-26b-5p with sequence UUCAAGUAAUUCAGGAUAGGU. The protein sequence of the target gene is MAADSEPESEVFEITDFTTASEWERFISKVEEVLNDWKLIGNSLGKPLEKGIFTSGTWEEKSDEISFADFKFSVTHHYLVQESTDKEGKDELLEDVVPQSMQDLLGMNNDFPPRAHCLVRWYGLREFVVIAPAAHSDAVLSESKCNLLLSSVSIALGNTGCQVPLFVQIHHKWRRMYVGECQGPGVRTDFEMVHLRKVPNQYTHLSGLLDIFKSKIGCPLTPLPPVSIAIRFTYVLQDWQQYFWPQQPPDIDALVGGEVGGLEFGKLPFGACEDPISELHLATTWPHLTEGIIVDNDVYS.... Result: 1 (interaction). (3) The miRNA is mmu-miR-214-3p with sequence ACAGCAGGCACAGACAGGCAGU. The protein sequence of the target gene is MEHRKPGTGQRAPKDEKEMVRRAIQKELKIKEGMENMRRVATDRRHLGHVQQLLRASNRRLEQLHGELRELHAQVLLPASAEPVTSEPQPRAEQSRARLSEALHRQLQVELKVKQGAENMIHTCASGTPKERKLLAAAQQMLKDSQLKVALLRMKISSLESSGSPEPGPDLLAEELQHRLRVEAAVAAGAKNVVKLLGGQRMQDRKALAEAQAQLQESSQKLDLLRLALELLLERLPPTHSLRSRVTQELWMAMLGNPQPLGTLVKPIALTGTLQVRLLGCKDLLVAVPGRSPMAVLAGS.... Result: 1 (interaction).